From a dataset of Tyrosyl-DNA phosphodiesterase HTS with 341,365 compounds. Binary Classification. Given a drug SMILES string, predict its activity (active/inactive) in a high-throughput screening assay against a specified biological target. The compound is S(Cc1ccc(cc1)C(O)=O)c1nc([nH]n1)c1occc1. The result is 1 (active).